Dataset: Forward reaction prediction with 1.9M reactions from USPTO patents (1976-2016). Task: Predict the product of the given reaction. Given the reactants Br[C:2]1[CH:3]=[CH:4][C:5]([Cl:13])=[C:6]([CH:12]=1)[C:7]([O:9][CH2:10][CH3:11])=[O:8].[CH:14]1(B2OC(C)(C)C(C)(C)O2)[CH2:16][CH2:15]1.C([O-])([O-])=O.[Cs+].[Cs+].C(Cl)Cl, predict the reaction product. The product is: [Cl:13][C:5]1[CH:4]=[CH:3][C:2]([CH:14]2[CH2:16][CH2:15]2)=[CH:12][C:6]=1[C:7]([O:9][CH2:10][CH3:11])=[O:8].